Task: Regression. Given two drug SMILES strings and cell line genomic features, predict the synergy score measuring deviation from expected non-interaction effect.. Dataset: NCI-60 drug combinations with 297,098 pairs across 59 cell lines (1) Drug 1: C1=NC2=C(N=C(N=C2N1C3C(C(C(O3)CO)O)O)F)N. Drug 2: CC1=C(N=C(N=C1N)C(CC(=O)N)NCC(C(=O)N)N)C(=O)NC(C(C2=CN=CN2)OC3C(C(C(C(O3)CO)O)O)OC4C(C(C(C(O4)CO)O)OC(=O)N)O)C(=O)NC(C)C(C(C)C(=O)NC(C(C)O)C(=O)NCCC5=NC(=CS5)C6=NC(=CS6)C(=O)NCCC[S+](C)C)O. Cell line: HCC-2998. Synergy scores: CSS=44.3, Synergy_ZIP=-9.88, Synergy_Bliss=-9.50, Synergy_Loewe=-4.14, Synergy_HSA=-2.97. (2) Drug 1: CC=C1C(=O)NC(C(=O)OC2CC(=O)NC(C(=O)NC(CSSCCC=C2)C(=O)N1)C(C)C)C(C)C. Drug 2: C1CN1C2=NC(=NC(=N2)N3CC3)N4CC4. Cell line: K-562. Synergy scores: CSS=32.5, Synergy_ZIP=-0.534, Synergy_Bliss=-0.849, Synergy_Loewe=-2.61, Synergy_HSA=-1.41. (3) Synergy scores: CSS=3.10, Synergy_ZIP=-0.902, Synergy_Bliss=-3.34, Synergy_Loewe=-31.8, Synergy_HSA=-9.42. Cell line: K-562. Drug 1: CCCCCOC(=O)NC1=NC(=O)N(C=C1F)C2C(C(C(O2)C)O)O. Drug 2: C1=NC2=C(N=C(N=C2N1C3C(C(C(O3)CO)O)F)Cl)N. (4) Drug 1: C1=NC2=C(N=C(N=C2N1C3C(C(C(O3)CO)O)O)F)N. Cell line: MALME-3M. Drug 2: CC(C)(C#N)C1=CC(=CC(=C1)CN2C=NC=N2)C(C)(C)C#N. Synergy scores: CSS=1.51, Synergy_ZIP=-1.08, Synergy_Bliss=0.0919, Synergy_Loewe=-0.943, Synergy_HSA=-0.754.